This data is from Forward reaction prediction with 1.9M reactions from USPTO patents (1976-2016). The task is: Predict the product of the given reaction. (1) Given the reactants Br[C:2]1[Se:3][CH:4]=[CH:5][CH:6]=1.[F:7][C:8]1[C:13]([F:14])=[C:12](B(O)O)[CH:11]=[CH:10][C:9]=1[C:18]1[CH:23]=[CH:22][C:21]([CH2:24][CH3:25])=[CH:20][CH:19]=1.C(=O)([O-])[O-].[Na+].[Na+], predict the reaction product. The product is: [CH2:24]([C:21]1[CH:22]=[CH:23][C:18]([C:9]2[CH:10]=[CH:11][C:12]([C:2]3[Se:3][CH:4]=[CH:5][CH:6]=3)=[C:13]([F:14])[C:8]=2[F:7])=[CH:19][CH:20]=1)[CH3:25]. (2) Given the reactants Cl[C:2]1[N:7]=[CH:6][N:5]=[C:4]([N:8]([CH2:15][C:16]2[CH:21]=[CH:20][C:19]([S:22][C:23]([CH3:32])([CH3:31])[C:24]([O:26][C:27]([CH3:30])([CH3:29])[CH3:28])=[O:25])=[CH:18][CH:17]=2)[CH2:9][C:10]2[S:11][CH:12]=[CH:13][N:14]=2)[CH:3]=1.[F:33][C:34]([F:45])([F:44])[C:35]1[CH:36]=[C:37](B(O)O)[CH:38]=[CH:39][CH:40]=1.C(=O)([O-])[O-].[K+].[K+], predict the reaction product. The product is: [CH3:31][C:23]([S:22][C:19]1[CH:20]=[CH:21][C:16]([CH2:15][N:8]([CH2:9][C:10]2[S:11][CH:12]=[CH:13][N:14]=2)[C:4]2[CH:3]=[C:2]([C:39]3[CH:38]=[CH:37][CH:36]=[C:35]([C:34]([F:45])([F:44])[F:33])[CH:40]=3)[N:7]=[CH:6][N:5]=2)=[CH:17][CH:18]=1)([CH3:32])[C:24]([O:26][C:27]([CH3:30])([CH3:29])[CH3:28])=[O:25].